From a dataset of Full USPTO retrosynthesis dataset with 1.9M reactions from patents (1976-2016). Predict the reactants needed to synthesize the given product. (1) Given the product [CH2:25]([N:22]([CH2:23][CH3:24])[CH2:21][CH2:20][CH2:19][CH2:18][O:17][C:13]1[CH:12]=[C:11]2[C:16](=[CH:15][CH:14]=1)[NH:8][CH:9]=[CH:10]2)[CH3:26], predict the reactants needed to synthesize it. The reactants are: C(OC([N:8]1[C:16]2[C:11](=[CH:12][C:13]([O:17][CH2:18][CH2:19][CH2:20][CH2:21][N:22]([CH2:25][CH3:26])[CH2:23][CH3:24])=[CH:14][CH:15]=2)[CH:10]=[CH:9]1)=O)(C)(C)C.[OH-].[Na+]. (2) Given the product [Cl:22][C:23]1[CH:28]=[C:27]([Cl:29])[CH:26]=[CH:25][C:24]=1[NH:30][C:31]([O:21][CH2:20][C:5]1[CH:6]=[C:7]([CH:18]=[CH:19][C:4]=1[O:3][CH2:1][CH3:2])[CH2:8][CH:9]([C:14]([O:16][CH3:17])=[O:15])[C:10]([O:12][CH3:13])=[O:11])=[O:32], predict the reactants needed to synthesize it. The reactants are: [CH2:1]([O:3][C:4]1[CH:19]=[CH:18][C:7]([CH2:8][CH:9]([C:14]([O:16][CH3:17])=[O:15])[C:10]([O:12][CH3:13])=[O:11])=[CH:6][C:5]=1[CH2:20][OH:21])[CH3:2].[Cl:22][C:23]1[CH:28]=[C:27]([Cl:29])[CH:26]=[CH:25][C:24]=1[N:30]=[C:31]=[O:32]. (3) Given the product [N:23]1[CH:34]=[CH:43][CH:25]=[CH:26][C:31]=1[CH2:30][N:1]1[C:9]2[C:4](=[CH:5][CH:6]=[CH:7][CH:8]=2)[C:3]2([C:13]3[CH:14]=[CH:15][C:16]4[O:17][CH2:18][CH2:19][O:20][C:21]=4[C:12]=3[O:11][CH2:10]2)[C:2]1=[O:22], predict the reactants needed to synthesize it. The reactants are: [NH:1]1[C:9]2[C:4](=[CH:5][CH:6]=[CH:7][CH:8]=2)[C:3]2([C:13]3[CH:14]=[CH:15][C:16]4[O:17][CH2:18][CH2:19][O:20][C:21]=4[C:12]=3[O:11][CH2:10]2)[C:2]1=[O:22].[NH:23]1[C:31]2[C:26](=CC=C[CH:30]=2)[C:25]2([C:43]3[C:34](=CC4OCCOC=4C=3)OC2)C1=O.Br.BrCC1C=CC=CN=1.BrCC1N=CC=CC=1C(OCC)=O. (4) Given the product [CH2:1]([O:3][C:4](=[O:21])[C:5]1[CH:10]=[CH:9][C:8]([NH:11][CH:12]2[CH2:13][CH2:14][CH2:15][CH2:16][CH2:17]2)=[C:7]([NH2:18])[CH:6]=1)[CH3:2], predict the reactants needed to synthesize it. The reactants are: [CH2:1]([O:3][C:4](=[O:21])[C:5]1[CH:10]=[CH:9][C:8]([NH:11][CH:12]2[CH2:17][CH2:16][CH2:15][CH2:14][CH2:13]2)=[C:7]([N+:18]([O-])=O)[CH:6]=1)[CH3:2].